From a dataset of Forward reaction prediction with 1.9M reactions from USPTO patents (1976-2016). Predict the product of the given reaction. (1) Given the reactants [CH2:1]([C:3]1[S:7][C:6]([C:8]([O:10][CH3:11])=[O:9])=[CH:5][C:4]=1[C:12]1[N:16]([CH3:17])[N:15]=[CH:14][CH:13]=1)[CH3:2].[Br:18]N1C(=O)CCC1=O, predict the reaction product. The product is: [Br:18][C:13]1[CH:14]=[N:15][N:16]([CH3:17])[C:12]=1[C:4]1[CH:5]=[C:6]([C:8]([O:10][CH3:11])=[O:9])[S:7][C:3]=1[CH2:1][CH3:2]. (2) Given the reactants [CH2:1]([O:3][C:4](=[O:18])[CH:5]([O:15][CH2:16][CH3:17])[CH2:6][C:7]1[CH:12]=[CH:11][C:10]([OH:13])=[CH:9][C:8]=1[CH3:14])[CH3:2].[C:19]([C:23]1[CH:28]=[CH:27][C:26]([C:29]2[O:30][C:31]([CH3:36])=[C:32]([CH2:34]Cl)[N:33]=2)=[CH:25][CH:24]=1)([CH3:22])([CH3:21])[CH3:20].C(=O)([O-])[O-].[K+].[K+].[I-].[K+], predict the reaction product. The product is: [CH2:1]([O:3][C:4](=[O:18])[CH:5]([O:15][CH2:16][CH3:17])[CH2:6][C:7]1[CH:12]=[CH:11][C:10]([O:13][CH2:34][C:32]2[N:33]=[C:29]([C:26]3[CH:25]=[CH:24][C:23]([C:19]([CH3:22])([CH3:21])[CH3:20])=[CH:28][CH:27]=3)[O:30][C:31]=2[CH3:36])=[CH:9][C:8]=1[CH3:14])[CH3:2]. (3) Given the reactants Cl[C:2]1[CH:11]=[C:10]([C:12]2[CH:13]=[N:14][C:15]([CH3:18])=[N:16][CH:17]=2)[C:9]2[CH2:8][CH2:7][CH2:6][CH2:5][C:4]=2[N:3]=1.[F:19][C:20]1[C:21]([CH2:27][OH:28])=[N:22][CH:23]=[C:24]([F:26])[CH:25]=1, predict the reaction product. The product is: [F:19][C:20]1[C:21]([CH2:27][O:28][C:2]2[CH:11]=[C:10]([C:12]3[CH:13]=[N:14][C:15]([CH3:18])=[N:16][CH:17]=3)[C:9]3[CH2:8][CH2:7][CH2:6][CH2:5][C:4]=3[N:3]=2)=[N:22][CH:23]=[C:24]([F:26])[CH:25]=1. (4) Given the reactants C(N(CC)CC)C.[C:8]([O:11][C@H:12]1[C@@H:16]([O:17][C:18](=[O:20])[CH3:19])[C@H:15]([N:21]2[CH:29]=[N:28][C:27]3[C:22]2=[N:23][C:24]([C:31]#[N:32])=[N:25][C:26]=3Cl)[O:14][C@@H:13]1[CH2:33][O:34][C:35](=[O:37])[CH3:36])(=[O:10])[CH3:9].[CH:38]1[C:50]2[CH:49]([CH2:51][NH2:52])[C:48]3[C:43](=[CH:44][CH:45]=[CH:46][CH:47]=3)[C:42]=2[CH:41]=[CH:40][CH:39]=1, predict the reaction product. The product is: [C:8]([O:11][C@H:12]1[C@@H:16]([O:17][C:18](=[O:20])[CH3:19])[C@H:15]([N:21]2[CH:29]=[N:28][C:27]3[C:22]2=[N:23][C:24]([C:31]#[N:32])=[N:25][C:26]=3[NH:52][CH2:51][CH:49]2[C:50]3[CH:38]=[CH:39][CH:40]=[CH:41][C:42]=3[C:43]3[C:48]2=[CH:47][CH:46]=[CH:45][CH:44]=3)[O:14][C@@H:13]1[CH2:33][O:34][C:35](=[O:37])[CH3:36])(=[O:10])[CH3:9]. (5) Given the reactants [CH:1]1([NH:4][C:5]2[C:10]([C:11]([NH2:13])=[O:12])=[CH:9][N:8]=[C:7]([NH:14][C:15]3[CH:20]=[CH:19][C:18]([CH:21]4[CH2:26][CH2:25][N:24](C(=O)N(C)C)[CH2:23][CH2:22]4)=[CH:17][CH:16]=3)[N:6]=2)[CH2:3][CH2:2]1.[CH3:32][N:33]([CH3:38])[S:34](Cl)(=[O:36])=[O:35], predict the reaction product. The product is: [CH:1]1([NH:4][C:5]2[C:10]([C:11]([NH2:13])=[O:12])=[CH:9][N:8]=[C:7]([NH:14][C:15]3[CH:16]=[CH:17][C:18]([CH:21]4[CH2:26][CH2:25][N:24]([S:34](=[O:36])(=[O:35])[N:33]([CH3:38])[CH3:32])[CH2:23][CH2:22]4)=[CH:19][CH:20]=3)[N:6]=2)[CH2:3][CH2:2]1.